From a dataset of Reaction yield outcomes from USPTO patents with 853,638 reactions. Predict the reaction yield, written as a fraction of the theoretical maximum amount of product (1.0 means a 100% yield; for example, 0.34 means a 34% yield). (1) The reactants are Br[CH2:2][C:3]#[N:4].[Cl:5][C:6]1[CH:7]=[C:8]([NH:13][C:14]2[C:23]3[C:18](=[CH:19][C:20]([OH:26])=[C:21]([O:24][CH3:25])[CH:22]=3)[N:17]=[CH:16][N:15]=2)[CH:9]=[CH:10][C:11]=1[Cl:12].C(=O)([O-])[O-].[K+].[K+]. The catalyst is CN(C=O)C. The product is [Cl:5][C:6]1[CH:7]=[C:8]([NH:13][C:14]2[C:23]3[C:18](=[CH:19][C:20]([O:26][CH2:2][C:3]#[N:4])=[C:21]([O:24][CH3:25])[CH:22]=3)[N:17]=[CH:16][N:15]=2)[CH:9]=[CH:10][C:11]=1[Cl:12]. The yield is 0.910. (2) The reactants are [CH3:1][N:2]1[CH:6]=[C:5]([C:7]2[CH:12]=[CH:11][C:10]([C:13]3[C:22]4[C:17](=[CH:18][CH:19]=[C:20]([C:23](O)=[O:24])[CH:21]=4)[CH:16]=[N:15][CH:14]=3)=[CH:9][CH:8]=2)[CH:4]=[N:3]1.[CH:26]1([NH2:29])[CH2:28][CH2:27]1.F[P-](F)(F)(F)(F)F.CN(C(N(C)C)=[N+]1C2C(=NC=CC=2)[N+]([O-])=N1)C.C(N(CC)C(C)C)(C)C. The catalyst is CN(C)C=O. The product is [CH:26]1([NH:29][C:23]([C:20]2[CH:21]=[C:22]3[C:17](=[CH:18][CH:19]=2)[CH:16]=[N:15][CH:14]=[C:13]3[C:10]2[CH:11]=[CH:12][C:7]([C:5]3[CH:4]=[N:3][N:2]([CH3:1])[CH:6]=3)=[CH:8][CH:9]=2)=[O:24])[CH2:28][CH2:27]1. The yield is 0.110. (3) The reactants are [S:1]1[C:5]([CH2:6][CH:7]([O:10][Si:11]([C:14]([CH3:17])([CH3:16])[CH3:15])([CH3:13])[CH3:12])[C:8]#[CH:9])=[CH:4][C:3]2[CH:18]=[CH:19][CH:20]=[CH:21][C:2]1=2.[I:22]N1C(=O)CCC1=O.C([O-])(O)=O.[Na+]. The catalyst is ClCCl. The product is [S:1]1[C:5]([CH2:6][CH:7]([O:10][Si:11]([C:14]([CH3:15])([CH3:16])[CH3:17])([CH3:12])[CH3:13])/[CH:8]=[CH:9]/[I:22])=[CH:4][C:3]2[CH:18]=[CH:19][CH:20]=[CH:21][C:2]1=2. The yield is 0.910. (4) The reactants are C(N(C(C)C)CC)(C)C.CCN=C=NCCCN(C)C.Cl.Cl.C1C=CC2N(O)N=NC=2C=1.[CH3:33][O:34][C:35]1[CH:40]=[C:39]([CH3:41])[C:38]([S:42]([N:45]2[CH2:50][CH2:49][CH2:48][CH2:47][C@H:46]2[CH2:51][O:52][CH2:53][C:54]([OH:56])=O)(=[O:44])=[O:43])=[C:37]([CH3:57])[CH:36]=1.[N:58]1([CH2:63][CH2:64][O:65][C:66]2([C:72]3[CH:77]=[CH:76][CH:75]=[C:74]([C:78]([F:81])([F:80])[F:79])[CH:73]=3)[CH2:71][CH2:70][NH:69][CH2:68][CH2:67]2)[CH2:62][CH2:61][CH2:60][CH2:59]1. The catalyst is C(Cl)Cl. The product is [CH3:33][O:34][C:35]1[CH:36]=[C:37]([CH3:57])[C:38]([S:42]([N:45]2[CH2:50][CH2:49][CH2:48][CH2:47][C@H:46]2[CH2:51][O:52][CH2:53][C:54]([N:69]2[CH2:70][CH2:71][C:66]([O:65][CH2:64][CH2:63][N:58]3[CH2:62][CH2:61][CH2:60][CH2:59]3)([C:72]3[CH:77]=[CH:76][CH:75]=[C:74]([C:78]([F:80])([F:79])[F:81])[CH:73]=3)[CH2:67][CH2:68]2)=[O:56])(=[O:43])=[O:44])=[C:39]([CH3:41])[CH:40]=1. The yield is 0.780. (5) The reactants are [F:1][C:2]([F:11])([F:10])[C:3]1[CH:8]=[CH:7][CH:6]=[CH:5][N+:4]=1[O-:9].[N+:12]([O-])([OH:14])=[O:13]. The catalyst is OS(O)(=O)=O. The product is [N+:12]([C:7]1[CH:6]=[CH:5][N+:4]([O-:9])=[C:3]([C:2]([F:1])([F:10])[F:11])[CH:8]=1)([O-:14])=[O:13]. The yield is 0.200. (6) The reactants are Cl.[Br:2][C:3]1[S:7][C:6]2=[N:8][C:9]([NH2:11])=[CH:10][N:5]2[CH:4]=1.[C:12]([O:16][C:17]([NH:19][C@H:20]([C:31]1[CH:36]=[CH:35][CH:34]=[CH:33][CH:32]=1)[C:21]([N:23]1[CH2:27][CH2:26][CH2:25][C@H:24]1[C:28](O)=[O:29])=[O:22])=[O:18])([CH3:15])([CH3:14])[CH3:13].CN(C(ON1N=NC2C=CC=NC1=2)=[N+](C)C)C.F[P-](F)(F)(F)(F)F. The catalyst is CN(C)C=O. The product is [C:12]([O:16][C:17](=[O:18])[NH:19][C@@H:20]([C:31]1[CH:32]=[CH:33][CH:34]=[CH:35][CH:36]=1)[C:21]([N:23]1[CH2:27][CH2:26][CH2:25][C@@H:24]1[C:28](=[O:29])[NH:11][C:9]1[N:8]=[C:6]2[N:5]([CH:10]=1)[CH:4]=[C:3]([Br:2])[S:7]2)=[O:22])([CH3:15])([CH3:13])[CH3:14]. The yield is 0.180.